From a dataset of Forward reaction prediction with 1.9M reactions from USPTO patents (1976-2016). Predict the product of the given reaction. (1) The product is: [CH3:1][O:2][C:3]1[C:10]([O:11][CH3:12])=[CH:9][CH:8]=[CH:7][C:4]=1[CH:5]1[C:21]([C:22]([O:24][CH2:25][CH3:26])=[O:23])=[C:20]([CH2:27][CH2:28][CH3:29])[NH:13][C:14]2=[N:15][NH:16][CH:17]=[C:18]12. Given the reactants [CH3:1][O:2][C:3]1[C:10]([O:11][CH3:12])=[CH:9][CH:8]=[CH:7][C:4]=1[CH:5]=O.[NH2:13][C:14]1[CH:18]=[CH:17][NH:16][N:15]=1.O=[C:20]([CH2:27][CH2:28][CH3:29])[CH2:21][C:22]([O:24][CH2:25][CH3:26])=[O:23], predict the reaction product. (2) Given the reactants CO[C:3]([C:5]1[C:6](=[O:24])[O:7][C:8]2[C:13]([C:14]=1[OH:15])=[C:12]([O:16][CH2:17][C:18]1[CH:23]=[CH:22][CH:21]=[CH:20][CH:19]=1)[CH:11]=[CH:10][CH:9]=2)=[O:4].[NH2:25][CH2:26][C:27]([O-:29])=[O:28].[Na+], predict the reaction product. The product is: [CH2:17]([O:16][C:12]1[CH:11]=[CH:10][CH:9]=[C:8]2[C:13]=1[C:14]([OH:15])=[C:5]([C:3]([NH:25][CH2:26][C:27]([OH:29])=[O:28])=[O:4])[C:6](=[O:24])[O:7]2)[C:18]1[CH:19]=[CH:20][CH:21]=[CH:22][CH:23]=1. (3) Given the reactants [CH3:1][N:2]([CH2:13][C:14]1[NH:18][C:17]2[CH:19]=[CH:20][CH:21]=[C:22]([C:23](O)=[O:24])[C:16]=2[N:15]=1)[CH:3]1[C:12]2[N:11]=[CH:10][CH:9]=[CH:8][C:7]=2[CH2:6][CH2:5][CH2:4]1.O=C1N(P(Cl)(N2CCOC2=O)=O)CCO1.[NH:41]1[CH2:45][CH2:44][CH:43]([NH:46]C(=O)OC(C)(C)C)[CH2:42]1.C(N(CC)C(C)C)(C)C, predict the reaction product. The product is: [NH2:46][CH:43]1[CH2:44][CH2:45][N:41]([C:23]([C:22]2[C:16]3[N:15]=[C:14]([CH2:13][N:2]([CH3:1])[CH:3]4[C:12]5[N:11]=[CH:10][CH:9]=[CH:8][C:7]=5[CH2:6][CH2:5][CH2:4]4)[NH:18][C:17]=3[CH:19]=[CH:20][CH:21]=2)=[O:24])[CH2:42]1.